This data is from Reaction yield outcomes from USPTO patents with 853,638 reactions. The task is: Predict the reaction yield, written as a fraction of the theoretical maximum amount of product (1.0 means a 100% yield; for example, 0.34 means a 34% yield). (1) The reactants are [H-].[Na+].[CH3:3][O:4][C:5]1[CH:14]=[CH:13][C:8]([CH:9]=[CH:10][CH2:11]Br)=[CH:7][CH:6]=1.[CH3:15][C:16]([OH:25])([CH2:19][CH2:20][CH2:21][CH:22]([CH3:24])[CH3:23])[CH:17]=[CH2:18]. The catalyst is CN(C=O)C. The product is [CH3:15][C:16]([O:25][CH2:11][CH:10]=[CH:9][C:8]1[CH:13]=[CH:14][C:5]([O:4][CH3:3])=[CH:6][CH:7]=1)([CH2:19][CH2:20][CH2:21][CH:22]([CH3:23])[CH3:24])[CH:17]=[CH2:18]. The yield is 0.247. (2) The reactants are [NH2:1][C:2]1[CH:7]=[CH:6][C:5]([O:8][C:9]2[CH:14]=[CH:13][CH:12]=[C:11]([N:15]3[CH2:20][CH2:19][O:18][CH2:17][CH2:16]3)[CH:10]=2)=[CH:4][C:3]=1[N:21](C)[C:22](=O)OC(C)(C)C.[C:30]([OH:34])(=O)[CH2:31]O. The catalyst is Cl.O1CCOCC1. The product is [CH3:22][N:21]1[C:3]2[CH:4]=[C:5]([O:8][C:9]3[CH:14]=[CH:13][CH:12]=[C:11]([N:15]4[CH2:20][CH2:19][O:18][CH2:17][CH2:16]4)[CH:10]=3)[CH:6]=[CH:7][C:2]=2[N:1]=[C:31]1[CH2:30][OH:34]. The yield is 0.570.